The task is: Predict the reaction yield, written as a fraction of the theoretical maximum amount of product (1.0 means a 100% yield; for example, 0.34 means a 34% yield).. This data is from Reaction yield outcomes from USPTO patents with 853,638 reactions. (1) The reactants are [O:1]1[CH2:5][CH2:4][CH2:3][CH:2]1[C:6]1[CH:14]=[CH:13][C:9]([C:10]([OH:12])=O)=[CH:8][CH:7]=1.CN(C(ON1N=NC2C=CC=NC1=2)=[N+](C)C)C.F[P-](F)(F)(F)(F)F.C(N(CC)CC)C.[NH2:46][CH2:47][C:48]1[C:49]([OH:56])=[N:50][C:51]([CH3:55])=[CH:52][C:53]=1[CH3:54]. The catalyst is ClCCl. The product is [OH:56][C:49]1[C:48]([CH2:47][NH:46][C:10](=[O:12])[C:9]2[CH:8]=[CH:7][C:6]([CH:2]3[CH2:3][CH2:4][CH2:5][O:1]3)=[CH:14][CH:13]=2)=[C:53]([CH3:54])[CH:52]=[C:51]([CH3:55])[N:50]=1. The yield is 0.210. (2) The reactants are [C:1]([C:3]1[CH:4]=[C:5]([NH:14][C:15](=[O:17])[CH3:16])[CH:6]=[CH:7][C:8]=1[S:9]([CH2:12][CH3:13])(=[O:11])=[O:10])#[N:2]. The catalyst is CO.[Ni]. The product is [NH2:2][CH2:1][C:3]1[CH:4]=[C:5]([NH:14][C:15](=[O:17])[CH3:16])[CH:6]=[CH:7][C:8]=1[S:9]([CH2:12][CH3:13])(=[O:11])=[O:10]. The yield is 0.920. (3) The reactants are [Cl:1][C:2]1[CH:7]=[CH:6][N:5]=[C:4]([CH3:8])[CH:3]=1.[F:9][C:10]1[CH:20]=[CH:19][C:13]([C:14](OCC)=[O:15])=[CH:12][CH:11]=1.C[Si]([N-][Si](C)(C)C)(C)C.[Li+]. The catalyst is O1CCCC1. The product is [Cl:1][C:2]1[CH:7]=[CH:6][N:5]=[C:4]([CH2:8][C:14]([C:13]2[CH:19]=[CH:20][C:10]([F:9])=[CH:11][CH:12]=2)=[O:15])[CH:3]=1. The yield is 0.990. (4) The reactants are [CH3:1][O:2][C:3](=[O:20])[C@@H:4]1[CH2:8][C:7](=[CH2:9])[CH2:6][N:5]1C(OCC1C=CC=CC=1)=O. The catalyst is [Pd].CO. The product is [CH3:1][O:2][C:3](=[O:20])[C@@H:4]1[CH2:8][CH:7]([CH3:9])[CH2:6][NH:5]1. The yield is 1.00. (5) The reactants are [F:1][C:2]1[CH:3]=[C:4]([CH:6]=[CH:7][C:8]=1[F:9])[NH2:5].[CH:10]1[CH:15]=[CH:14][C:13]([O:16][C:17](OC2C=CC=CC=2)=[N:18][C:19]#[N:20])=[CH:12][CH:11]=1. The catalyst is C(O)(C)C. The product is [C:19](/[N:18]=[C:17](\[O:16][C:13]1[CH:14]=[CH:15][CH:10]=[CH:11][CH:12]=1)/[NH:5][C:4]1[CH:6]=[CH:7][C:8]([F:9])=[C:2]([F:1])[CH:3]=1)#[N:20]. The yield is 0.860. (6) The product is [CH2:13]([O:11][CH:8]1[CH2:9][CH2:10][C:5]2([O:4][CH2:3][CH2:2][O:1]2)[CH2:6][CH2:7]1)[CH2:14][CH3:15]. The reactants are [O:1]1[C:5]2([CH2:10][CH2:9][CH:8]([OH:11])[CH2:7][CH2:6]2)[O:4][CH2:3][CH2:2]1.Br[CH2:13][CH2:14][CH3:15].[H-].[Na+].O. The yield is 0.680. The catalyst is CN1CCCC1=O. (7) The reactants are [N:1]1[CH:6]=[CH:5][CH:4]=[CH:3][C:2]=1[S:7][S:8][CH2:9][CH2:10][CH2:11][C:12]([OH:14])=[O:13].[S:15](Cl)(=[O:18])(=[O:17])[OH:16].CCN(C(C)C)C(C)C. The catalyst is ClCCCl. The product is [N:1]1[CH:6]=[CH:5][CH:4]=[CH:3][C:2]=1[S:7][S:8][CH2:9][CH2:10][CH:11]([S:15]([OH:18])(=[O:17])=[O:16])[C:12]([OH:14])=[O:13]. The yield is 0.487.